This data is from Forward reaction prediction with 1.9M reactions from USPTO patents (1976-2016). The task is: Predict the product of the given reaction. (1) Given the reactants [CH3:1][O:2][C:3]1[CH:16]=[C:15]([O:17][CH3:18])[CH:14]=[CH:13][C:4]=1[CH2:5][NH:6][C:7]1[N:12]=[CH:11][CH:10]=[CH:9][N:8]=1.[H-].[Na+].[F:21][C:22]1[CH:27]=[C:26]([F:28])[C:25]([F:29])=[CH:24][C:23]=1[S:30](Cl)(=[O:32])=[O:31], predict the reaction product. The product is: [CH3:1][O:2][C:3]1[CH:16]=[C:15]([O:17][CH3:18])[CH:14]=[CH:13][C:4]=1[CH2:5][N:6]([C:7]1[N:8]=[CH:9][CH:10]=[CH:11][N:12]=1)[S:30]([C:23]1[CH:24]=[C:25]([F:29])[C:26]([F:28])=[CH:27][C:22]=1[F:21])(=[O:32])=[O:31]. (2) Given the reactants [N:1]1[CH:6]=[CH:5][N:4]=[CH:3][C:2]=1[N:7]1[CH2:12][CH2:11][N:10]([C:13]([O:15][C:16]([CH3:19])([CH3:18])[CH3:17])=[O:14])[CH2:9][CH2:8]1.[Br:20]N1C(=O)CCC1=O, predict the reaction product. The product is: [Br:20][C:5]1[N:4]=[CH:3][C:2]([N:7]2[CH2:8][CH2:9][N:10]([C:13]([O:15][C:16]([CH3:19])([CH3:18])[CH3:17])=[O:14])[CH2:11][CH2:12]2)=[N:1][CH:6]=1. (3) The product is: [CH2:1]([N:8]1[CH:12]([OH:13])[CH2:11][O:10][C:9]1=[O:14])[C:2]1[CH:3]=[CH:4][CH:5]=[CH:6][CH:7]=1. Given the reactants [CH2:1]([N:8]1[C:12](=[O:13])[CH2:11][O:10][C:9]1=[O:14])[C:2]1[CH:7]=[CH:6][CH:5]=[CH:4][CH:3]=1.[BH4-].[Na+].CC(C)=O, predict the reaction product. (4) Given the reactants [CH3:1][CH:2]1[CH2:7][C:6](=[O:8])[CH:5]=[CH:4][N:3]1[C:9]([O:11][CH2:12][C:13]1[CH:18]=[CH:17][CH:16]=[CH:15][CH:14]=1)=[O:10].C[Si]([N-][Si](C)(C)C)(C)C.[Li+].[F:29][C:30]1[CH:31]=[C:32]([CH:35]=[CH:36][CH:37]=1)[CH:33]=[O:34].[Cl-].[NH4+], predict the reaction product. The product is: [F:29][C:30]1[CH:31]=[C:32]([CH:33]([OH:34])[CH:7]2[C:6](=[O:8])[CH:5]=[CH:4][N:3]([C:9]([O:11][CH2:12][C:13]3[CH:18]=[CH:17][CH:16]=[CH:15][CH:14]=3)=[O:10])[CH:2]2[CH3:1])[CH:35]=[CH:36][CH:37]=1. (5) Given the reactants [CH2:1]([N:8]1[CH2:13][CH2:12][C:11](=O)[CH:10]([C:15](=O)[C:16]2[CH:21]=[C:20]([Cl:22])[C:19](OCC3C=CC=CC=3)=[CH:18][C:17]=2[O:31][CH2:32][C:33]2[CH:38]=[CH:37][CH:36]=[CH:35][CH:34]=2)[CH2:9]1)[C:2]1[CH:7]=[CH:6][CH:5]=[CH:4][CH:3]=1.[OH2:40].[NH2:41][NH2:42], predict the reaction product. The product is: [CH2:1]([N:8]1[CH2:13][CH2:12][C:11]2[NH:41][N:42]=[C:15]([C:16]3[CH:21]=[C:20]([Cl:22])[C:19]([O:40][CH2:1][C:2]4[CH:7]=[CH:6][CH:5]=[CH:4][CH:3]=4)=[CH:18][C:17]=3[O:31][CH2:32][C:33]3[CH:38]=[CH:37][CH:36]=[CH:35][CH:34]=3)[C:10]=2[CH2:9]1)[C:2]1[CH:7]=[CH:6][CH:5]=[CH:4][CH:3]=1. (6) Given the reactants I[C:2]1[C:10]2[C:9]([NH2:11])=[N:8][CH:7]=[N:6][C:5]=2[N:4]([C@@H:12]2[O:18][C@H:17]([CH2:19][OH:20])[C@@H:15]([OH:16])[C@@:13]2([CH3:21])[OH:14])[CH:3]=1.[NH:22]1[C:26](B(O)O)=[CH:25][CH:24]=[N:23]1.C([O-])([O-])=O.[Na+].[Na+], predict the reaction product. The product is: [CH3:21][C@@:13]1([OH:14])[C@H:15]([OH:16])[C@@H:17]([CH2:19][OH:20])[O:18][C@H:12]1[N:4]1[C:5]2[N:6]=[CH:7][N:8]=[C:9]([NH2:11])[C:10]=2[C:2]([C:24]2[NH:23][N:22]=[CH:26][CH:25]=2)=[CH:3]1. (7) Given the reactants [C:1]([O:5][C:6](=[O:14])[N:7]([CH2:11][CH2:12]Cl)[CH2:8]CCl)([CH3:4])([CH3:3])[CH3:2].[C:15]([O:28][CH2:29][C:30]1[CH:35]=[CH:34][CH:33]=[CH:32][CH:31]=1)(=[O:27])[CH2:16][C:17]([O:19][CH2:20][C:21]1[CH:26]=[CH:25][CH:24]=[CH:23][CH:22]=1)=[O:18].[C:36](=O)([O-])[O-].[K+].[K+], predict the reaction product. The product is: [CH2:20]([O:19][C:17]([C:16]1([C:15]([O:28][CH2:29][C:30]2[CH:31]=[CH:32][CH:33]=[CH:34][CH:35]=2)=[O:27])[CH2:36][CH2:12][CH2:11][N:7]([C:6]([O:5][C:1]([CH3:4])([CH3:3])[CH3:2])=[O:14])[CH2:8]1)=[O:18])[C:21]1[CH:26]=[CH:25][CH:24]=[CH:23][CH:22]=1. (8) Given the reactants [C:1]([O:4][CH2:5][C:6](=O)[CH2:7][O:8][C:9](=[O:11])[CH3:10])(=[O:3])[CH3:2].[NH2:13][CH2:14][C:15]([O:17][C:18]([CH3:21])([CH3:20])[CH3:19])=[O:16].C(O[BH-](OC(=O)C)OC(=O)C)(=O)C.[Na+], predict the reaction product. The product is: [C:9]([O:8][CH2:7][CH:6]([NH:13][CH2:14][C:15]([O:17][C:18]([CH3:21])([CH3:20])[CH3:19])=[O:16])[CH2:5][O:4][C:1](=[O:3])[CH3:2])(=[O:11])[CH3:10].